Dataset: B-cell epitopes from IEDB database with 3,159 antigens for binding position prediction. Task: Token-level Classification. Given an antigen amino acid sequence, predict which amino acid positions are active epitope sites capable of antibody binding. Output is a list of indices for active positions. Given the antigen sequence: MDIDPYKEFGATVELLSFLPSDFFPSVRDLLDTASALYREALESPEHCSPHHTALRQAILCWGELMTLATWVGVNLEDPASRDLVVSYVNTNMGLKFRQLLWFHISCLTFGRETVIEYLVSFGVWIRTPPAYRPPNAPILSTLPETTVVRRRGRSPRRRTPSPRRRRSQSPRRRRSQSRESQC, which amino acid positions are active epitope sites? The epitope positions are: [80, 81, 82, 83, 84, 85, 86, 87, 88, 89, 90, 91, 92, 93, 94, 95, 96, 97, 98, 99]. The amino acids at these positions are: SRDLVVSYVNTNMGLKFRQL.